From a dataset of Human liver microsome stability data. Regression/Classification. Given a drug SMILES string, predict its absorption, distribution, metabolism, or excretion properties. Task type varies by dataset: regression for continuous measurements (e.g., permeability, clearance, half-life) or binary classification for categorical outcomes (e.g., BBB penetration, CYP inhibition). Dataset: hlm. (1) The drug is C[C@@]1(c2ccc(Cl)cc2Cl)OC[C@@H](COc2ccc(N3CCN(c4ccc(NC(=O)c5cccnc5)cc4)CC3)cc2)O1. The result is 0 (unstable in human liver microsomes). (2) The compound is CS(=O)(=O)c1ccc(-c2cnc3c(O)n(Cc4cc(F)ccc4C#N)c(N4CCC[C@@H](N)C4)nc2-3)cc1. The result is 0 (unstable in human liver microsomes). (3) The molecule is FC(F)(F)CC(c1cccs1)c1c(C2CCCC2)[nH]c2cc(C(F)(F)F)ccc12. The result is 0 (unstable in human liver microsomes). (4) The compound is CS(=O)(=O)Nc1ccc2c(c1)S(=O)(=O)NC(C1=C(O)[C@@H]3C4CCC(CC4)[C@@H]3N(CC3CCCC3)C1=O)=N2. The result is 0 (unstable in human liver microsomes). (5) The drug is c1ccc(Cn2nnnc2C(c2ccc(-c3csnn3)cc2)N2CCCN(C3CCC3)CC2)cc1. The result is 1 (stable in human liver microsomes). (6) The molecule is N#Cc1ccccc1Cn1c(N2CCCC(N)C2)nc2c(Cl)cccc2c1=O. The result is 0 (unstable in human liver microsomes). (7) The drug is Cc1ccc(Nc2nc(-c3cc(C(F)(F)F)ccc3F)cs2)cc1. The result is 1 (stable in human liver microsomes).